From a dataset of Reaction yield outcomes from USPTO patents with 853,638 reactions. Predict the reaction yield, written as a fraction of the theoretical maximum amount of product (1.0 means a 100% yield; for example, 0.34 means a 34% yield). The reactants are [CH3:1][O:2][C:3]1[CH:11]=[C:10]2[C:6]([CH:7]=[CH:8][NH:9]2)=[CH:5][CH:4]=1.[C:12](O[C:12]([O:14][C:15]([CH3:18])([CH3:17])[CH3:16])=[O:13])([O:14][C:15]([CH3:18])([CH3:17])[CH3:16])=[O:13]. The catalyst is C(Cl)Cl.CN(C1C=CN=CC=1)C. The product is [CH3:1][O:2][C:3]1[CH:11]=[C:10]2[C:6]([CH:7]=[CH:8][N:9]2[C:12]([O:14][C:15]([CH3:18])([CH3:17])[CH3:16])=[O:13])=[CH:5][CH:4]=1. The yield is 0.860.